From a dataset of hERG potassium channel inhibition data for cardiac toxicity prediction from Karim et al.. Regression/Classification. Given a drug SMILES string, predict its toxicity properties. Task type varies by dataset: regression for continuous values (e.g., LD50, hERG inhibition percentage) or binary classification for toxic/non-toxic outcomes (e.g., AMES mutagenicity, cardiotoxicity, hepatotoxicity). Dataset: herg_karim. (1) The drug is Cc1cccc(C)c1C(=O)N1CCC(N2CCC(N(Cc3ccccc3)C(=O)C3CC3)C2)CC1. The result is 1 (blocker). (2) The molecule is N#C[C@H](Cc1ccc(-c2ccccc2)cc1)NC(=O)C1(N)CCOCC1. The result is 0 (non-blocker). (3) The drug is O[C@]1(c2ccc(F)c(F)c2)CCNC[C@@H]1c1cc(-c2c(Cl)cccc2Cl)on1. The result is 1 (blocker). (4) The molecule is N#Cc1ccc(S(=O)(=O)NCCN2CC3CN(Cc4ccc(C#N)cc4F)CC(C2)O3)cc1. The result is 0 (non-blocker). (5) The result is 1 (blocker). The drug is O=C(c1cccc(Cl)c1Cl)N(CCC1CC1)C1CCNC1.